From a dataset of Forward reaction prediction with 1.9M reactions from USPTO patents (1976-2016). Predict the product of the given reaction. (1) Given the reactants [CH2:1]([O:3][C:4](=[O:29])[CH:5]([C:9](=[O:28])[C:10]1[CH:15]=[C:14]([CH2:16][C:17]2[CH:22]=[CH:21][CH:20]=[C:19]([Cl:23])[C:18]=2[F:24])[C:13]([O:25][CH3:26])=[CH:12][C:11]=1[F:27])C(=O)C)[CH3:2].O.C([O-])(=O)C.[Na+], predict the reaction product. The product is: [CH2:1]([O:3][C:4](=[O:29])[CH2:5][C:9]([C:10]1[CH:15]=[C:14]([CH2:16][C:17]2[CH:22]=[CH:21][CH:20]=[C:19]([Cl:23])[C:18]=2[F:24])[C:13]([O:25][CH3:26])=[CH:12][C:11]=1[F:27])=[O:28])[CH3:2]. (2) Given the reactants C([O-])([O-])=O.[Cs+].[Cs+].BrC1C=CC(S([O:17][C@@H:18]2[CH2:22][N:21]([C:23]([O:25][C:26]([CH3:29])([CH3:28])[CH3:27])=[O:24])[C@H:20]([C:30]([O:32][CH3:33])=[O:31])[CH2:19]2)(=O)=O)=CC=1.[Br:34][C:35]1[CH:36]=[C:37]2[C:42](=[CH:43][C:44]=1[O:45][CH3:46])[NH:41][C:40](=[O:47])[CH:39]=[C:38]2O, predict the reaction product. The product is: [Br:34][C:35]1[CH:36]=[C:37]2[C:42](=[CH:43][C:44]=1[O:45][CH3:46])[NH:41][C:40](=[O:47])[CH:39]=[C:38]2[O:17][C@H:18]1[CH2:22][N:21]([C:23]([O:25][C:26]([CH3:27])([CH3:28])[CH3:29])=[O:24])[C@H:20]([C:30]([O:32][CH3:33])=[O:31])[CH2:19]1.